This data is from Peptide-MHC class II binding affinity with 134,281 pairs from IEDB. The task is: Regression. Given a peptide amino acid sequence and an MHC pseudo amino acid sequence, predict their binding affinity value. This is MHC class II binding data. The peptide sequence is RIDTPDKLTGPFTVR. The MHC is DRB1_1302 with pseudo-sequence DRB1_1302. The binding affinity (normalized) is 0.279.